From a dataset of Peptide-MHC class II binding affinity with 134,281 pairs from IEDB. Regression. Given a peptide amino acid sequence and an MHC pseudo amino acid sequence, predict their binding affinity value. This is MHC class II binding data. (1) The peptide sequence is GELQIVDKQDAAFKI. The MHC is DRB1_1501 with pseudo-sequence DRB1_1501. The binding affinity (normalized) is 0.256. (2) The peptide sequence is EEDIEIIKIQEEEY. The MHC is HLA-DPA10201-DPB10101 with pseudo-sequence HLA-DPA10201-DPB10101. The binding affinity (normalized) is 0.773. (3) The peptide sequence is QIDAFIANAGATADS. The MHC is DRB1_0405 with pseudo-sequence DRB1_0405. The binding affinity (normalized) is 0.184. (4) The peptide sequence is WAQDLTLPWQSGSGG. The MHC is DRB1_0901 with pseudo-sequence DRB1_0901. The binding affinity (normalized) is 0.0793. (5) The peptide sequence is EKKSFAATQFEPLAA. The MHC is HLA-DPA10201-DPB10101 with pseudo-sequence HLA-DPA10201-DPB10101. The binding affinity (normalized) is 0.917. (6) The peptide sequence is PSSGCYIHFFREPTD. The MHC is DRB1_1501 with pseudo-sequence DRB1_1501. The binding affinity (normalized) is 0.447. (7) The MHC is HLA-DPA10103-DPB10601 with pseudo-sequence HLA-DPA10103-DPB10601. The peptide sequence is EKKYIAATQFEPLAA. The binding affinity (normalized) is 0.877.